This data is from Peptide-MHC class II binding affinity with 134,281 pairs from IEDB. The task is: Regression. Given a peptide amino acid sequence and an MHC pseudo amino acid sequence, predict their binding affinity value. This is MHC class II binding data. The binding affinity (normalized) is 0.101. The MHC is DRB5_0101 with pseudo-sequence DRB5_0101. The peptide sequence is DEPMVQVEAGKVNHS.